From a dataset of Forward reaction prediction with 1.9M reactions from USPTO patents (1976-2016). Predict the product of the given reaction. (1) Given the reactants [CH3:1][O:2][C:3]1[CH:4]=[C:5]2[C:10](=[CH:11][C:12]=1[O:13][CH3:14])[N:9]=[CH:8][CH:7]=[C:6]2[O:15][C:16]1[CH:22]=[CH:21][C:19]([NH2:20])=[CH:18][CH:17]=1.C(O)C.[N+:26]([C:29]1[CH:34]=[CH:33][C:32]([C:35]([N:37]=[C:38]=[S:39])=[O:36])=[CH:31][CH:30]=1)([O-:28])=[O:27], predict the reaction product. The product is: [CH3:1][O:2][C:3]1[CH:4]=[C:5]2[C:10](=[CH:11][C:12]=1[O:13][CH3:14])[N:9]=[CH:8][CH:7]=[C:6]2[O:15][C:16]1[CH:22]=[CH:21][C:19]([NH:20][C:38]([NH:37][C:35](=[O:36])[C:32]2[CH:31]=[CH:30][C:29]([N+:26]([O-:28])=[O:27])=[CH:34][CH:33]=2)=[S:39])=[CH:18][CH:17]=1. (2) The product is: [C:19]([O:22][C:23]([N:9]1[CH2:8][CH2:7][NH:6][CH:5]([CH2:3][CH3:4])[CH2:10]1)=[O:24])([CH3:21])([CH3:20])[CH3:18]. Given the reactants Br.Br.[CH2:3]([CH:5]1[CH2:10][NH:9][CH2:8][CH2:7][NH:6]1)[CH3:4].CCN(CC)CC.[CH3:18][C:19]([O:22][C:23](O[C:23]([O:22][C:19]([CH3:21])([CH3:20])[CH3:18])=[O:24])=[O:24])([CH3:21])[CH3:20], predict the reaction product. (3) The product is: [CH3:1][C@H:2]1[CH2:3][C@@H:4]([CH3:9])[CH2:5][CH:17]([C:15]([OH:21])=[O:16])[CH2:7]1. Given the reactants [CH3:1][C@H:2]1[CH2:7][C@@H](C)[CH2:5][C:4](=[C:9]2SCCCS2)[CH2:3]1.[C:15]([OH:21])([C:17](F)(F)F)=[O:16].OO.[OH-].[Na+].Cl, predict the reaction product. (4) The product is: [Br:1][C:2]1[CH:10]=[C:9]([F:11])[CH:8]=[C:7]2[C:3]=1[CH2:4][CH2:5][CH:6]2[OH:12]. Given the reactants [Br:1][C:2]1[CH:10]=[C:9]([F:11])[CH:8]=[C:7]2[C:3]=1[CH2:4][CH2:5][C:6]2=[O:12].[BH4-].[Na+], predict the reaction product. (5) Given the reactants CCCC[N+](CCCC)(CCCC)CCCC.[F-].[CH2:19]([O:26][C@@H:27]1[C@@H:35]([CH:36]=[N:37][S:38]([C:40]([CH3:43])([CH3:42])[CH3:41])=[O:39])[O:34][C@H:33]2[C@H:29]([N:30]=[C:31]([N:44]([CH3:46])[CH3:45])[S:32]2)[C@H:28]1[O:47][CH2:48][C:49]1[CH:54]=[CH:53][CH:52]=[CH:51][CH:50]=1)[C:20]1[CH:25]=[CH:24][CH:23]=[CH:22][CH:21]=1.[Si]([C:59]([F:62])([F:61])[F:60])(C)(C)C, predict the reaction product. The product is: [CH2:19]([O:26][C@@H:27]1[C@@H:35]([CH:36]([NH:37][S:38]([C:40]([CH3:42])([CH3:41])[CH3:43])=[O:39])[C:59]([F:62])([F:61])[F:60])[O:34][C@H:33]2[C@H:29]([N:30]=[C:31]([N:44]([CH3:45])[CH3:46])[S:32]2)[C@H:28]1[O:47][CH2:48][C:49]1[CH:50]=[CH:51][CH:52]=[CH:53][CH:54]=1)[C:20]1[CH:21]=[CH:22][CH:23]=[CH:24][CH:25]=1. (6) Given the reactants I[C:2]1[C:10]2[C:5](=[N:6][CH:7]=[CH:8][CH:9]=2)[N:4]([Si](C(C)C)(C(C)C)C(C)C)[CH:3]=1.C([Mg]Cl)(C)C.[C:26]([O:30][C:31](=[O:49])[N:32](CC1C=CC=CC=1F)[C:33]1[CH:38]=[CH:37][C:36]([CH:39]=[O:40])=[CH:35][N:34]=1)([CH3:29])([CH3:28])[CH3:27].[F:50][C:51]1[CH:58]=[CH:57][CH:56]=[CH:55][C:52]=1[CH:53]=O.[Cl-].[NH4+], predict the reaction product. The product is: [C:26]([O:30][C:31](=[O:49])[NH:32][CH:33]1[CH:38]=[CH:37][C:36]([C:39]([C:2]2[C:10]3[C:5](=[N:6][CH:7]=[CH:8][CH:9]=3)[NH:4][CH:3]=2)=[O:40])=[CH:35][N:34]1[CH2:53][C:52]1[CH:55]=[CH:56][CH:57]=[CH:58][C:51]=1[F:50])([CH3:29])([CH3:27])[CH3:28]. (7) Given the reactants C([O:4][CH2:5][C@@:6]1([CH3:18])[O:11][C:10]2=[N:12][C:13]([N+:15]([O-:17])=[O:16])=[CH:14][N:9]2[CH2:8][CH2:7]1)(=O)C.C([O-])([O-])=O.[K+].[K+], predict the reaction product. The product is: [CH3:18][C@:6]1([CH2:5][OH:4])[O:11][C:10]2=[N:12][C:13]([N+:15]([O-:17])=[O:16])=[CH:14][N:9]2[CH2:8][CH2:7]1. (8) Given the reactants [CH2:1]([O:3][C:4]([C:6]1[NH:7][C:8]2[C:13]([C:14]=1[CH2:15][CH2:16][CH2:17][NH:18][C:19]([O:21][C:22]([CH3:25])([CH3:24])[CH3:23])=[O:20])=[CH:12][C:11](N)=[CH:10][CH:9]=2)=[O:5])[CH3:2].[CH2:27]([O:34][C:35](Cl)=[O:36])[C:28]1[CH:33]=[CH:32][CH:31]=[CH:30][CH:29]=1.C([N:40](CC)CC)C, predict the reaction product. The product is: [CH2:1]([O:3][C:4]([C:6]1[N:7]([NH2:40])[C:8]2[C:13]([C:14]=1[CH2:15][CH2:16][CH2:17][NH:18][C:19]([O:21][C:22]([CH3:25])([CH3:24])[CH3:23])=[O:20])=[CH:12][C:11]([C:35]([O:34][CH2:27][C:28]1[CH:33]=[CH:32][CH:31]=[CH:30][CH:29]=1)=[O:36])=[CH:10][CH:9]=2)=[O:5])[CH3:2]. (9) The product is: [CH2:76]([NH:84][C:2]1[N:7]=[C:6]([N:8]2[C:12]3=[CH:13][C:14]([C:18]4[CH:23]=[CH:22][CH:21]=[CH:20][CH:19]=4)=[CH:15][C:16](=[O:17])[N:11]3[CH2:10][CH2:9]2)[CH:5]=[N:4][CH:3]=1)[CH2:77][C:78]1[CH:83]=[CH:82][CH:81]=[CH:80][CH:79]=1. Given the reactants Cl[C:2]1[N:7]=[C:6]([N:8]2[C:12]3=[CH:13][C:14]([C:18]4[CH:23]=[CH:22][CH:21]=[CH:20][CH:19]=4)=[CH:15][C:16](=[O:17])[N:11]3[CH2:10][CH2:9]2)[CH:5]=[N:4][CH:3]=1.CC(C)([O-])C.[Na+].C1C=CC(P(C2C(C3C(P(C4C=CC=CC=4)C4C=CC=CC=4)=CC=C4C=3C=CC=C4)=C3C(C=CC=C3)=CC=2)C2C=CC=CC=2)=CC=1.[CH2:76]([NH2:84])[CH2:77][C:78]1[CH:83]=[CH:82][CH:81]=[CH:80][CH:79]=1, predict the reaction product. (10) Given the reactants C[O:2][C:3]([C@@H:5]([NH:7][C:8](=[O:33])[C:9]1[CH:14]=[CH:13][C:12]([N:15]2[CH2:19][CH2:18][C@H:17]([NH:20][C@@H:21]([C:23]3[C:32]4[C:27](=[CH:28][CH:29]=[CH:30][CH:31]=4)[CH:26]=[CH:25][CH:24]=3)[CH3:22])[CH2:16]2)=[CH:11][CH:10]=1)[CH3:6])=O.[BH4-].[Li+].[Cl-].[NH4+].C(Cl)(Cl)Cl, predict the reaction product. The product is: [OH:2][CH2:3][C@@H:5]([NH:7][C:8](=[O:33])[C:9]1[CH:10]=[CH:11][C:12]([N:15]2[CH2:19][CH2:18][C@H:17]([NH:20][C@@H:21]([C:23]3[C:32]4[C:27](=[CH:28][CH:29]=[CH:30][CH:31]=4)[CH:26]=[CH:25][CH:24]=3)[CH3:22])[CH2:16]2)=[CH:13][CH:14]=1)[CH3:6].